Dataset: Peptide-MHC class I binding affinity with 185,985 pairs from IEDB/IMGT. Task: Regression. Given a peptide amino acid sequence and an MHC pseudo amino acid sequence, predict their binding affinity value. This is MHC class I binding data. (1) The peptide sequence is RVFKKIMSI. The MHC is HLA-A02:02 with pseudo-sequence HLA-A02:02. The binding affinity (normalized) is 0.459. (2) The binding affinity (normalized) is 0.269. The MHC is HLA-A01:01 with pseudo-sequence HLA-A01:01. The peptide sequence is VWTLMNVITL. (3) The peptide sequence is VVSSCTRMM. The MHC is Mamu-B1001 with pseudo-sequence Mamu-B1001. The binding affinity (normalized) is 0.147.